Dataset: Full USPTO retrosynthesis dataset with 1.9M reactions from patents (1976-2016). Task: Predict the reactants needed to synthesize the given product. (1) Given the product [CH3:1][C@@H:2]1[C@@H:7]([NH:8][C:9]([CH:11]2[CH2:15][CH2:14][S:13](=[O:17])(=[O:16])[N:12]2[CH2:18][C:19]2[CH:24]=[CH:23][CH:22]=[C:21]([CH:25]=[O:32])[CH:20]=2)=[O:10])[CH2:6][C@H:5]2[CH2:27][C@@H:3]1[C:4]2([CH3:29])[CH3:28], predict the reactants needed to synthesize it. The reactants are: [CH3:1][C@@H:2]1[C@@H:7]([NH:8][C:9]([CH:11]2[CH2:15][CH2:14][S:13](=[O:17])(=[O:16])[N:12]2[CH2:18][C:19]2[CH:24]=[CH:23][CH:22]=[C:21]([C:25]#N)[CH:20]=2)=[O:10])[CH2:6][C@H:5]2[CH2:27][C@@H:3]1[C:4]2([CH3:29])[CH3:28].O.P(P([O-])([O-])=O)([O-])([O-])=[O:32].[Na+].[Na+].[Na+].[Na+]. (2) Given the product [Cl:25][C:19]1[CH:20]=[CH:21][CH:22]=[C:23]([F:24])[C:18]=1[CH2:17][N:16]1[C:15]2[C:14](=[O:26])[N:13]([CH3:27])[C:12](=[O:28])[N:11]([CH3:29])[C:10]=2[N:9]=[C:8]1[C:4]1[CH:5]=[CH:6][CH:7]=[C:2]([OH:32])[CH:3]=1, predict the reactants needed to synthesize it. The reactants are: N[C:2]1[CH:3]=[C:4]([C:8]2[N:16]([CH2:17][C:18]3[C:23]([F:24])=[CH:22][CH:21]=[CH:20][C:19]=3[Cl:25])[C:15]3[C:14](=[O:26])[N:13]([CH3:27])[C:12](=[O:28])[N:11]([CH3:29])[C:10]=3[N:9]=2)[CH:5]=[CH:6][CH:7]=1.Cl.N([O-])=[O:32].[Na+]. (3) Given the product [N:1]1[CH:6]=[CH:5][CH:4]=[C:3]([O:7][C:8]2[C:9]([CH2:10][NH2:11])=[CH:12][CH:13]=[CH:14][N:15]=2)[CH:2]=1, predict the reactants needed to synthesize it. The reactants are: [N:1]1[CH:6]=[CH:5][CH:4]=[C:3]([O:7][C:8]2[N:15]=[CH:14][CH:13]=[CH:12][C:9]=2[C:10]#[N:11])[CH:2]=1. (4) Given the product [CH2:1]([N:22]1[C@H:21]([C:25]([O:27][CH3:28])=[O:26])[C@H:19]2[S:20][C:16]([CH3:33])([CH3:15])[C@H:17]([C:29]([O:31][CH3:32])=[O:30])[N:18]2[C:23]1=[O:24])[C:2]1[CH:7]=[CH:6][CH:5]=[CH:4][CH:3]=1, predict the reactants needed to synthesize it. The reactants are: [CH2:1](Br)[C:2]1[CH:7]=[CH:6][CH:5]=[CH:4][CH:3]=1.C([O-])([O-])=O.[K+].[K+].[CH3:15][C:16]1([CH3:33])[S:20][C@@H:19]2[C@@H:21]([C:25]([O:27][CH3:28])=[O:26])[NH:22][C:23](=[O:24])[N:18]2[C@H:17]1[C:29]([O:31][CH3:32])=[O:30]. (5) Given the product [NH2:1][C:4]1[CH:13]=[C:12]2[C:7]([CH2:8][CH2:9][CH2:10][NH:11]2)=[CH:6][CH:5]=1, predict the reactants needed to synthesize it. The reactants are: [N+:1]([C:4]1[CH:13]=[C:12]2[C:7]([CH2:8][CH2:9][CH2:10][NH:11]2)=[CH:6][CH:5]=1)([O-])=O. (6) Given the product [CH2:11]([O:18][C@H:19]([CH3:31])[C@@H:20]([CH3:30])[O:21][C:22]1[C:27]([C:4]([F:6])([F:5])[F:3])=[CH:26][N:25]=[C:24]([Cl:29])[N:23]=1)[C:12]1[CH:13]=[CH:14][CH:15]=[CH:16][CH:17]=1, predict the reactants needed to synthesize it. The reactants are: [F-].[K+].[F:3][C:4]([Si](C)(C)C)([F:6])[F:5].[CH2:11]([O:18][C@H:19]([CH3:31])[C@@H:20]([CH3:30])[O:21][C:22]1[C:27](I)=[CH:26][N:25]=[C:24]([Cl:29])[N:23]=1)[C:12]1[CH:17]=[CH:16][CH:15]=[CH:14][CH:13]=1.[Cl-].[Na+].